This data is from Forward reaction prediction with 1.9M reactions from USPTO patents (1976-2016). The task is: Predict the product of the given reaction. (1) Given the reactants [CH3:1][C:2](=[CH:13][C:14]1[CH:19]=[CH:18][CH:17]=[CH:16][CH:15]=1)[CH2:3][NH:4][CH2:5][CH2:6][N:7]1[CH2:12][CH2:11][CH2:10][CH2:9][CH2:8]1.[CH3:20][O:21][C:22]1[CH:23]=[C:24]([CH:28]=[C:29]([O:33][CH3:34])[C:30]=1[O:31][CH3:32])[C:25](O)=[O:26].F[B-](F)(F)F.N1(OC(N(C)C)=[N+](C)C)C2C=CC=CC=2N=N1.Cl, predict the reaction product. The product is: [CH3:34][O:33][C:29]1[CH:28]=[C:24]([CH:23]=[C:22]([O:21][CH3:20])[C:30]=1[O:31][CH3:32])[C:25]([N:4]([CH2:3][C:2]([CH3:1])=[CH:13][C:14]1[CH:15]=[CH:16][CH:17]=[CH:18][CH:19]=1)[CH2:5][CH2:6][N:7]1[CH2:12][CH2:11][CH2:10][CH2:9][CH2:8]1)=[O:26]. (2) Given the reactants [CH:1]1([C:4]2[C:5]([CH3:28])=[N:6][C:7]3[N:8]([N:12]=[CH:13][C:14]=3[C:15]3[CH:16]=[N:17][N:18](COCC[Si](C)(C)C)[CH:19]=3)[C:9]=2[O:10]C)[CH2:3][CH2:2]1.Cl, predict the reaction product. The product is: [CH:1]1([C:4]2[C:9](=[O:10])[N:8]3[N:12]=[CH:13][C:14]([C:15]4[CH:19]=[N:18][NH:17][CH:16]=4)=[C:7]3[NH:6][C:5]=2[CH3:28])[CH2:3][CH2:2]1. (3) Given the reactants CN(C)C=O.Br[C:7]1[C:16]([O:17][C:18]2[C:27]3[C:22](=[CH:23][C:24]([O:30][CH3:31])=[C:25]([O:28][CH3:29])[CH:26]=3)[N:21]=[CH:20][CH:19]=2)=[CH:15][C:14]2[C:9](=[CH:10][CH:11]=[CH:12][CH:13]=2)[N:8]=1.C([Sn](CCCC)(CCCC)[C:37]1[CH:42]=[CH:41][CH:40]=[CH:39][N:38]=1)CCC, predict the reaction product. The product is: [CH3:29][O:28][C:25]1[CH:26]=[C:27]2[C:22](=[CH:23][C:24]=1[O:30][CH3:31])[N:21]=[CH:20][CH:19]=[C:18]2[O:17][C:16]1[C:7]([C:37]2[CH:42]=[CH:41][CH:40]=[CH:39][N:38]=2)=[N:8][C:9]2[C:14]([CH:15]=1)=[CH:13][CH:12]=[CH:11][CH:10]=2. (4) Given the reactants P(Br)(Br)[Br:2].[C:5]1([CH2:11][CH2:12][CH2:13][CH2:14]O)[CH:10]=[CH:9][CH:8]=[CH:7][CH:6]=1.O, predict the reaction product. The product is: [Br:2][CH2:14][CH2:13][CH2:12][CH2:11][C:5]1[CH:10]=[CH:9][CH:8]=[CH:7][CH:6]=1. (5) The product is: [NH2:24][C:19]1[CH:18]=[C:17]([N:5]2[CH2:6][C:7]3[CH:12]=[N:11][C:10]([NH:13][CH3:14])=[CH:9][C:8]=3[N:3]([CH2:1][CH3:2])[C:4]2=[O:27])[CH:22]=[CH:21][C:20]=1[F:23]. Given the reactants [CH2:1]([N:3]1[C:8]2[CH:9]=[C:10]([N:13](OC)[CH3:14])[N:11]=[CH:12][C:7]=2[CH2:6][N:5]([C:17]2[CH:22]=[CH:21][C:20]([F:23])=[C:19]([N+:24]([O-])=O)[CH:18]=2)[C:4]1=[O:27])[CH3:2].[H][H], predict the reaction product. (6) Given the reactants [O:1]([C:8]1[CH:13]=[CH:12][CH:11]=[CH:10][C:9]=1[N:14]=[C:15]=[S:16])[C:2]1[CH:7]=[CH:6][CH:5]=[CH:4][CH:3]=1.[NH2:17][C@@H:18]1[CH2:23][CH2:22][CH2:21][CH2:20][C@H:19]1[NH2:24], predict the reaction product. The product is: [NH2:17][C@@H:18]1[CH2:23][CH2:22][CH2:21][CH2:20][C@H:19]1[NH:24][C:15]([NH:14][C:9]1[CH:10]=[CH:11][CH:12]=[CH:13][C:8]=1[O:1][C:2]1[CH:3]=[CH:4][CH:5]=[CH:6][CH:7]=1)=[S:16].